This data is from M1 muscarinic receptor agonist screen with 61,833 compounds. The task is: Binary Classification. Given a drug SMILES string, predict its activity (active/inactive) in a high-throughput screening assay against a specified biological target. (1) The compound is S(CC(=O)Nc1c(OCC)cccc1)c1nc(N)c(cc1C#N)C#N. The result is 0 (inactive). (2) The molecule is OC(=O)CC1(CCCC1)CC(=O)Nc1cc(OC)ccc1. The result is 0 (inactive). (3) The drug is o1c2c(c3nccnc3c1=O)cccc2. The result is 0 (inactive).